From a dataset of Human liver microsome stability data. Regression/Classification. Given a drug SMILES string, predict its absorption, distribution, metabolism, or excretion properties. Task type varies by dataset: regression for continuous measurements (e.g., permeability, clearance, half-life) or binary classification for categorical outcomes (e.g., BBB penetration, CYP inhibition). Dataset: hlm. (1) The molecule is COc1ccc(C(Nc2ccccn2)c2ccc3cccnc3c2O)cc1. The result is 1 (stable in human liver microsomes). (2) The drug is CCCCCSc1nc2cc(OC)ccc2[nH]1. The result is 1 (stable in human liver microsomes). (3) The molecule is CCOC(=O)C(C)Oc1ccc2c(c1)S(=O)(=O)NC(c1c(O)c(-c3cccs3)nn(CCC(C)C)c1=O)=N2. The result is 1 (stable in human liver microsomes). (4) The drug is COc1ccc2c(O[C@@H]3C[C@H]4C(=O)N[C@]5(C(=O)NS(=O)(=O)C6CC6)C[C@H]5C=CCCCCC[C@H](NC(=O)c5ccn(CC(F)(F)F)n5)C(=O)N4C3)cc(OC(C)C)nc2c1C. The result is 0 (unstable in human liver microsomes). (5) The drug is O=c1c(-c2ccccc2Cl)c2n(c(=O)n1CCCCN1CCCC(c3c[nH]c4ccccc34)C1)CCCC2. The result is 1 (stable in human liver microsomes). (6) The drug is N#Cc1c(-c2ccc(C(F)(F)F)cc2)cc(NCCN2CCOCC2)n2c1nc1ccccc12. The result is 1 (stable in human liver microsomes).